Dataset: Full USPTO retrosynthesis dataset with 1.9M reactions from patents (1976-2016). Task: Predict the reactants needed to synthesize the given product. (1) Given the product [CH3:19][O:5][C:4](=[O:6])[C:3]1[C:7]([I:11])=[CH:8][CH:9]=[CH:10][C:2]=1[F:1], predict the reactants needed to synthesize it. The reactants are: [F:1][C:2]1[CH:10]=[CH:9][CH:8]=[C:7]([I:11])[C:3]=1[C:4]([OH:6])=[O:5].O[Li].O.S(OC)(O[CH3:19])(=O)=O. (2) The reactants are: [Cl:1][C:2]1[CH:29]=[CH:28][C:5]([CH2:6][N:7]2[C:15]3[C:10](=[CH:11][C:12]([CH:16]=[C:17]4[S:21][C:20](SCC)=[N:19][C:18]4=[O:25])=[CH:13][CH:14]=3)[C:9]([C:26]#[N:27])=[N:8]2)=[C:4]([C:30]([F:33])([F:32])[F:31])[CH:3]=1.[CH3:34][N:35]1[CH2:40][CH2:39][NH:38][CH2:37][C:36]1([CH3:42])[CH3:41]. Given the product [Cl:1][C:2]1[CH:29]=[CH:28][C:5]([CH2:6][N:7]2[C:15]3[C:10](=[CH:11][C:12]([CH:16]=[C:17]4[S:21][C:20]([N:38]5[CH2:39][CH2:40][N:35]([CH3:34])[C:36]([CH3:42])([CH3:41])[CH2:37]5)=[N:19][C:18]4=[O:25])=[CH:13][CH:14]=3)[C:9]([C:26]#[N:27])=[N:8]2)=[C:4]([C:30]([F:33])([F:32])[F:31])[CH:3]=1, predict the reactants needed to synthesize it.